Dataset: Oral bioavailability binary classification data from Ma et al.. Task: Regression/Classification. Given a drug SMILES string, predict its absorption, distribution, metabolism, or excretion properties. Task type varies by dataset: regression for continuous measurements (e.g., permeability, clearance, half-life) or binary classification for categorical outcomes (e.g., BBB penetration, CYP inhibition). Dataset: bioavailability_ma. (1) The drug is CC(=O)OCC1=C(C(=O)O)N2C(=O)[C@@H](NC(=O)CC#N)[C@H]2SC1. The result is 0 (low bioavailability). (2) The compound is CC[C@H]1OC(=O)[C@H](C)C(=O)[C@H](C)[C@@H](O[C@@H]2O[C@H](C)C[C@H](N(C)C)[C@H]2O)[C@](C)(OC)C[C@@H](C)C(=O)[C@H](C)[C@H]2N(CCCCn3cnc(-c4cccnc4)c3)C(=O)O[C@]12C. The result is 1 (high bioavailability). (3) The drug is CN1CC[C@]23c4c5ccc(O)c4O[C@H]2C(=O)CC[C@H]3[C@H]1C5. The result is 1 (high bioavailability). (4) The compound is CCCN(CCC)CCc1cccc2c1CC(=O)N2. The result is 1 (high bioavailability). (5) The drug is CO/N=C(\C(=O)N[C@@H]1C(=O)N2C(C(=O)O)=C(CSc3nc(C)c(CC(=O)O)s3)CS[C@H]12)c1csc(N)n1. The result is 0 (low bioavailability).